From a dataset of Full USPTO retrosynthesis dataset with 1.9M reactions from patents (1976-2016). Predict the reactants needed to synthesize the given product. (1) Given the product [Br:8][C:5]1[CH:6]=[CH:7][C:2]([C:17]([C:16]2[CH:23]=[CH:24][C:25]([Cl:27])=[CH:26][C:15]=2[Cl:14])=[O:18])=[N:3][CH:4]=1, predict the reactants needed to synthesize it. The reactants are: Br[C:2]1[CH:7]=[CH:6][C:5]([Br:8])=[CH:4][N:3]=1.C([Li])CCC.[Cl:14][C:15]1[CH:26]=[C:25]([Cl:27])[CH:24]=[CH:23][C:16]=1[C:17](N(OC)C)=[O:18].[NH4+].[Cl-]. (2) Given the product [NH2:4][C:5]1[C:6]([CH3:23])=[C:7]2[C:11]([C:25]3[C:9]([CH2:15][C:16]4[CH:17]=[CH:18][C:19]([F:22])=[CH:20][CH:21]=4)([CH2:8]2)[CH2:29][CH2:28][C:26](=[O:27])[C:24]=3[CH3:33])=[CH:12][CH:13]=1, predict the reactants needed to synthesize it. The reactants are: C([NH:4][C:5]1[C:6]([CH3:23])=[C:7]2[C:11](=[CH:12][CH:13]=1)C(=O)[CH:9]([CH2:15][C:16]1[CH:21]=[CH:20][C:19]([F:22])=[CH:18][CH:17]=1)[CH2:8]2)(=O)C.[CH:24]([C:26]([CH2:28][CH3:29])=[O:27])=[CH2:25].C[O-].[Na+].[C:33]([O-])(O)=O.[Na+]. (3) Given the product [CH3:30][O:31][C:32]([C@H:33]1[C@H:34]([CH3:35])[S:36][CH2:39][CH2:40][N:42]1[S:43]([C:46]1[CH:47]=[CH:48][C:49]([O:52][CH2:53][C:54]2[CH:55]=[C:56]([F:61])[CH:57]=[C:58]([F:60])[CH:59]=2)=[CH:50][CH:51]=1)(=[O:45])=[O:44])=[O:62], predict the reactants needed to synthesize it. The reactants are: C1(P(C2C=CC=CC=2)C2C=CC=CC=2)C=CC=CC=1.N(C(OC)=O)=NC(OC)=O.[CH3:30][O:31][C:32](=[O:62])[C@H:33]([NH:42][S:43]([C:46]1[CH:51]=[CH:50][C:49]([O:52][CH2:53][C:54]2[CH:59]=[C:58]([F:60])[CH:57]=[C:56]([F:61])[CH:55]=2)=[CH:48][CH:47]=1)(=[O:45])=[O:44])[C@@H:34]([S:36]([CH2:39][CH2:40]O)(=O)=O)[CH3:35]. (4) Given the product [CH3:3][O:17][C:16]([C@@H:12]1[CH:13]=[CH:14][CH2:15][N:11]1[C:9]([O:8][C:4]([CH3:7])([CH3:5])[CH3:6])=[O:10])=[O:18], predict the reactants needed to synthesize it. The reactants are: [N+](=[CH2:3])=[N-].[C:4]([O:8][C:9]([N:11]1[CH2:15][CH:14]=[CH:13][C@H:12]1[C:16]([OH:18])=[O:17])=[O:10])([CH3:7])([CH3:6])[CH3:5].C(O)(=O)C. (5) Given the product [CH2:1]([O:3][C:4]([C:6]1[C:10]([C:11]([O:13][CH2:14][CH3:15])=[O:12])=[C:9]([N:16]=[CH:23][C:19]2[S:18][CH:22]=[CH:21][CH:20]=2)[S:8][C:7]=1[NH2:17])=[O:5])[CH3:2], predict the reactants needed to synthesize it. The reactants are: [CH2:1]([O:3][C:4]([C:6]1[C:10]([C:11]([O:13][CH2:14][CH3:15])=[O:12])=[C:9]([NH2:16])[S:8][C:7]=1[NH2:17])=[O:5])[CH3:2].[S:18]1[CH:22]=[CH:21][CH:20]=[C:19]1[CH:23]=O.FC(F)(F)C(O)=O. (6) Given the product [F:16][C:4]1[C:5]([N:11]2[N:15]=[CH:14][CH:13]=[N:12]2)=[C:6]([CH:10]=[CH:2][CH:3]=1)[C:7]([OH:9])=[O:8], predict the reactants needed to synthesize it. The reactants are: F[C:2]1[CH:3]=[CH:4][C:5]([N:11]2[N:15]=[CH:14][CH:13]=[N:12]2)=[C:6]([CH:10]=1)[C:7]([OH:9])=[O:8].[F:16]C1C(I)=C(C=CC=1)C(O)=O.FC1C=CC(I)=C(C=1)C(O)=O. (7) Given the product [CH2:28]([NH:27][CH2:37][CH2:42][CH2:51][O:52][C:19]1[CH:18]=[C:23]([CH2:24][NH:25][C:26]2[N:27]([C:37]3[N:38]=[CH:39][N:40]=[C:41]([NH2:44])[C:42]=3[N:43]=2)[C@@H:28]2[O:36][C@H:33]([CH2:34][OH:35])[C@@H:31]([OH:32])[C@H:29]2[OH:30])[CH:22]=[CH:21][C:20]=1[C:45]1[CH:50]=[CH:49][CH:48]=[CH:47][CH:46]=1)[CH3:29], predict the reactants needed to synthesize it. The reactants are: C(OC(N(CCCO[C:18]1[CH:19]=[C:20]([C:45]2[CH:50]=[CH:49][CH:48]=[CH:47][CH:46]=2)[CH:21]=[CH:22][C:23]=1[CH2:24][NH:25][C:26]1[N:27]([C:37]2[N:38]=[CH:39][N:40]=[C:41]([NH2:44])[C:42]=2[N:43]=1)[C@@H:28]1[O:36][C@H:33]([CH2:34][OH:35])[C@@H:31]([OH:32])[C@H:29]1[OH:30])CC)=O)C1C=CC=CC=1.[CH3:51][OH:52]. (8) Given the product [NH2:1][C:2]1[N:29]=[CH:28][C:27]([CH:31]=[CH2:32])=[CH:26][C:3]=1[C:4]([C:6]1[N:11]=[C:10]([N:12]2[CH2:18][CH2:17][CH2:16][N:15]([C:19](=[O:25])[CH2:20][C:21]([F:24])([F:23])[F:22])[CH2:14][CH2:13]2)[CH:9]=[CH:8][CH:7]=1)=[O:5], predict the reactants needed to synthesize it. The reactants are: [NH2:1][C:2]1[N:29]=[CH:28][C:27](Br)=[CH:26][C:3]=1[C:4]([C:6]1[N:11]=[C:10]([N:12]2[CH2:18][CH2:17][CH2:16][N:15]([C:19](=[O:25])[CH2:20][C:21]([F:24])([F:23])[F:22])[CH2:14][CH2:13]2)[CH:9]=[CH:8][CH:7]=1)=[O:5].[CH:31](B1OC(C)(C)C(C)(C)O1)=[CH2:32].C(=O)([O-])[O-].[Na+].[Na+]. (9) The reactants are: [Br:1][CH2:2][C:3]([C:5]1[CH:10]=[CH:9][C:8]([NH:11][C:12](=[O:15])[O:13][CH3:14])=[CH:7][C:6]=1OCCC=C)=[O:4].NC1C=CC(C(=O)C)=C([Br:31])C=1. Given the product [CH3:14][O:13][C:12](=[O:15])[NH:11][C:8]1[CH:9]=[CH:10][C:5]([C:3](=[O:4])[CH2:2][Br:1])=[C:6]([Br:31])[CH:7]=1, predict the reactants needed to synthesize it.